From a dataset of hERG Central: cardiac toxicity at 1µM, 10µM, and general inhibition. Predict hERG channel inhibition at various concentrations. (1) The compound is COc1ccc(CCN(C)C(=S)Nc2ccc(SC(F)F)cc2)cc1OC. Results: hERG_inhib (hERG inhibition (general)): blocker. (2) The drug is O=C1CN=C(c2ccc(Br)cc2)c2c(sc3c2CCCC3)N1CCN1CCCCC1. Results: hERG_inhib (hERG inhibition (general)): blocker. (3) The molecule is COc1ccc(CNCC(O)COCc2cccs2)cc1. Results: hERG_inhib (hERG inhibition (general)): blocker. (4) The drug is Cc1ccc(S(=O)(=O)N(C)C)cc1NC(=O)COC(=O)CC1CCCC1. Results: hERG_inhib (hERG inhibition (general)): blocker.